Dataset: Full USPTO retrosynthesis dataset with 1.9M reactions from patents (1976-2016). Task: Predict the reactants needed to synthesize the given product. Given the product [CH3:40][C:41]1[C:42]([N:48]2[CH2:49][CH2:50][N:51]([C:54]([C:56]3[CH:61]=[CH:60][C:59]([N:62]4[CH2:66][C:65](=[O:67])[NH:64][C:63]4=[O:77])=[CH:58][CH:57]=3)=[O:55])[CH2:52][CH2:53]2)=[N:43][CH:44]=[C:45]([CH3:47])[CH:46]=1, predict the reactants needed to synthesize it. The reactants are: CC1C(N2CCN(C(C3C=CC(I)=CC=3)=O)CC2)=NC=C(C)C=1.COC1C=CC(CN2C(=O)CNC2=O)=CC=1.[CH3:40][C:41]1[C:42]([N:48]2[CH2:53][CH2:52][N:51]([C:54]([C:56]3[CH:61]=[CH:60][C:59]([N:62]4[CH2:66][C:65](=[O:67])[N:64](CC5C=CC(OC)=CC=5)[C:63]4=[O:77])=[CH:58][CH:57]=3)=[O:55])[CH2:50][CH2:49]2)=[N:43][CH:44]=[C:45]([CH3:47])[CH:46]=1.